The task is: Predict the product of the given reaction.. This data is from Forward reaction prediction with 1.9M reactions from USPTO patents (1976-2016). (1) Given the reactants [N:1]([C:4]1[CH:5]=[C:6]([CH:26]=[CH:27][CH:28]=1)[C:7]([NH:9][C@@H:10]([CH2:14][CH2:15][CH2:16][CH2:17][NH:18][C:19]([O:21][C:22]([CH3:25])([CH3:24])[CH3:23])=[O:20])[C:11]([OH:13])=O)=[O:8])=[N+:2]=[N-:3].CN1CCOCC1.ClC(OCC(C)C)=O.[N+:44](=[CH2:46])=[N-:45], predict the reaction product. The product is: [C:22]([O:21][C:19](=[O:20])[NH:18][CH2:17][CH2:16][CH2:15][CH2:14][C@H:10]([NH:9][C:7](=[O:8])[C:6]1[CH:26]=[CH:27][CH:28]=[C:4]([N:1]=[N+:2]=[N-:3])[CH:5]=1)[C:11](=[O:13])[CH:46]=[N+:44]=[N-:45])([CH3:25])([CH3:24])[CH3:23]. (2) Given the reactants [C:1]([O:5][C:6]([N:8]1[CH:12]=[C:11]([C:13]2[CH:18]=[CH:17][C:16]([N:19]3[CH2:24][CH2:23][N:22]([C:25]([O:27][C:28]([CH3:31])([CH3:30])[CH3:29])=[O:26])[CH2:21][CH2:20]3)=[CH:15][CH:14]=2)[C:10]([NH:32][C@H:33]([C:38]([OH:40])=O)[CH2:34][CH:35]([CH3:37])[CH3:36])=[N:9]1)=[O:7])([CH3:4])([CH3:3])[CH3:2].C1CN([P+](O[N:58]2N=[N:65][C:60]3C=CC=C[C:59]2=3)(N2CCCC2)N2CCCC2)CC1.F[P-](F)(F)(F)(F)F.Cl.NCC#N.C(N(CC)CC)C.C([O-])(O)=O.[Na+], predict the reaction product. The product is: [C:59]([CH2:60][NH:65][C:38](=[O:40])[C@H:33]([CH2:34][CH:35]([CH3:36])[CH3:37])[NH:32][C:10]1[C:11]([C:13]2[CH:18]=[CH:17][C:16]([N:19]3[CH2:24][CH2:23][N:22]([C:25]([O:27][C:28]([CH3:31])([CH3:29])[CH3:30])=[O:26])[CH2:21][CH2:20]3)=[CH:15][CH:14]=2)=[CH:12][N:8]([C:6]([O:5][C:1]([CH3:4])([CH3:3])[CH3:2])=[O:7])[N:9]=1)#[N:58]. (3) Given the reactants [NH2:1][CH2:2][CH2:3][CH2:4][CH2:5][CH2:6][CH2:7][CH2:8][CH2:9][C:10]1[CH:15]=[CH:14][C:13]([OH:16])=[C:12]([C@@H:17]([C:27]2[CH:32]=[CH:31][CH:30]=[CH:29][CH:28]=2)[CH2:18][CH2:19][N:20]([CH:24]([CH3:26])[CH3:25])[CH:21]([CH3:23])[CH3:22])[CH:11]=1.[CH2:33]([O:40][C:41]1[CH:46]=[CH:45][C:44]([C@@H:47]([O:50][Si:51]([C:54]([CH3:57])([CH3:56])[CH3:55])([CH3:53])[CH3:52])[CH2:48]Br)=[CH:43][C:42]=1[NH:58][S:59]([CH3:62])(=[O:61])=[O:60])[C:34]1[CH:39]=[CH:38][CH:37]=[CH:36][CH:35]=1.C(OCC)(=O)C.C(=O)([O-])O.[Na+], predict the reaction product. The product is: [NH3:1].[CH2:33]([O:40][C:41]1[CH:46]=[CH:45][C:44]([C@@H:47]([O:50][Si:51]([C:54]([CH3:55])([CH3:57])[CH3:56])([CH3:53])[CH3:52])[CH2:48][NH:1][CH2:2][CH2:3][CH2:4][CH2:5][CH2:6][CH2:7][CH2:8][CH2:9][C:10]2[CH:15]=[CH:14][C:13]([OH:16])=[C:12]([C@@H:17]([C:27]3[CH:28]=[CH:29][CH:30]=[CH:31][CH:32]=3)[CH2:18][CH2:19][N:20]([CH:21]([CH3:23])[CH3:22])[CH:24]([CH3:25])[CH3:26])[CH:11]=2)=[CH:43][C:42]=1[NH:58][S:59]([CH3:62])(=[O:60])=[O:61])[C:34]1[CH:39]=[CH:38][CH:37]=[CH:36][CH:35]=1. (4) Given the reactants [OH:1][CH:2]([CH2:23][OH:24])[CH2:3][N:4]1[CH:9]=[CH:8][C:7](=[O:10])[C:6]([O:11][CH2:12][C:13]2[CH:18]=[CH:17][CH:16]=[CH:15][CH:14]=2)=[C:5]1[C:19]([O:21][CH3:22])=[O:20].[Br:25]N1C(=O)CCC1=O, predict the reaction product. The product is: [Br:25][C:8]1[C:7](=[O:10])[C:6]([O:11][CH2:12][C:13]2[CH:14]=[CH:15][CH:16]=[CH:17][CH:18]=2)=[C:5]([C:19]([O:21][CH3:22])=[O:20])[N:4]([CH2:3][CH:2]([OH:1])[CH2:23][OH:24])[CH:9]=1. (5) The product is: [C:34]([O:33][C:31]([NH:24][CH:23]([CH3:22])[CH:27]([N:3]1[C:11]2[C:6](=[CH:7][CH:8]=[C:9]([C:12]([O:14][CH2:15][CH3:16])=[O:13])[CH:10]=2)[CH:5]=[C:4]1[C:17]([O:19][CH2:20][CH3:21])=[O:18])[CH3:28])=[O:32])([CH3:37])([CH3:36])[CH3:35]. Given the reactants [H-].[Na+].[NH:3]1[C:11]2[C:6](=[CH:7][CH:8]=[C:9]([C:12]([O:14][CH2:15][CH3:16])=[O:13])[CH:10]=2)[CH:5]=[C:4]1[C:17]([O:19][CH2:20][CH3:21])=[O:18].[CH3:22][CH:23]1[CH:27]([CH3:28])OS(=O)(=O)[N:24]1[C:31]([O:33][C:34]([CH3:37])([CH3:36])[CH3:35])=[O:32].O, predict the reaction product.